This data is from Forward reaction prediction with 1.9M reactions from USPTO patents (1976-2016). The task is: Predict the product of the given reaction. Given the reactants [Br:1][C:2]1[CH:3]=[C:4]([C:16]#[N:17])[CH:5](Cl)[NH:6][C:7]=1[C:8]1[CH:13]=[CH:12][CH:11]=[CH:10][C:9]=1[Cl:14].Cl.[CH3:19][C:20]([CH3:25])([CH3:24])[C:21](=[NH:23])[NH2:22].C1CCN2C(=NCCC2)CC1, predict the reaction product. The product is: [Br:1][C:2]1[CH:3]=[C:4]2[C:16]([NH2:17])=[N:23][C:21]([C:20]([CH3:25])([CH3:24])[CH3:19])=[N:22][CH:5]2[NH:6][C:7]=1[C:8]1[CH:13]=[CH:12][CH:11]=[CH:10][C:9]=1[Cl:14].